Dataset: NCI-60 drug combinations with 297,098 pairs across 59 cell lines. Task: Regression. Given two drug SMILES strings and cell line genomic features, predict the synergy score measuring deviation from expected non-interaction effect. (1) Drug 1: CC(C1=C(C=CC(=C1Cl)F)Cl)OC2=C(N=CC(=C2)C3=CN(N=C3)C4CCNCC4)N. Drug 2: C1C(C(OC1N2C=NC3=C(N=C(N=C32)Cl)N)CO)O. Cell line: U251. Synergy scores: CSS=0.0630, Synergy_ZIP=-0.468, Synergy_Bliss=-2.86, Synergy_Loewe=-3.20, Synergy_HSA=-3.27. (2) Cell line: M14. Synergy scores: CSS=0.494, Synergy_ZIP=6.42, Synergy_Bliss=0.953, Synergy_Loewe=0.870, Synergy_HSA=0.143. Drug 1: C1CC(=O)NC(=O)C1N2CC3=C(C2=O)C=CC=C3N. Drug 2: CC(C)(C#N)C1=CC(=CC(=C1)CN2C=NC=N2)C(C)(C)C#N. (3) Drug 1: CCCS(=O)(=O)NC1=C(C(=C(C=C1)F)C(=O)C2=CNC3=C2C=C(C=N3)C4=CC=C(C=C4)Cl)F. Drug 2: C1=NC2=C(N=C(N=C2N1C3C(C(C(O3)CO)O)F)Cl)N. Cell line: U251. Synergy scores: CSS=10.8, Synergy_ZIP=-5.17, Synergy_Bliss=-4.38, Synergy_Loewe=-28.5, Synergy_HSA=-3.90. (4) Drug 2: COCCOC1=C(C=C2C(=C1)C(=NC=N2)NC3=CC=CC(=C3)C#C)OCCOC.Cl. Synergy scores: CSS=9.11, Synergy_ZIP=-0.170, Synergy_Bliss=-0.235, Synergy_Loewe=-2.57, Synergy_HSA=-0.319. Cell line: NCI-H522. Drug 1: CC12CCC3C(C1CCC2O)C(CC4=C3C=CC(=C4)O)CCCCCCCCCS(=O)CCCC(C(F)(F)F)(F)F. (5) Drug 1: C1=CC(=C2C(=C1NCCNCCO)C(=O)C3=C(C=CC(=C3C2=O)O)O)NCCNCCO. Drug 2: C1CC(=O)NC(=O)C1N2C(=O)C3=CC=CC=C3C2=O. Cell line: BT-549. Synergy scores: CSS=42.4, Synergy_ZIP=4.27, Synergy_Bliss=4.65, Synergy_Loewe=-25.9, Synergy_HSA=4.96.